From a dataset of Catalyst prediction with 721,799 reactions and 888 catalyst types from USPTO. Predict which catalyst facilitates the given reaction. (1) Reactant: I[C:2]1[CH:3]=[C:4]2[C:9](=[CH:10][CH:11]=1)[N:8]1[CH:12]=[CH:13][N:14]=[C:7]1[CH:6]=[CH:5]2.[CH2:15]([CH:17]([CH2:25][CH2:26][CH2:27][CH3:28])[CH2:18][O:19][C:20](=[O:24])[CH2:21][CH2:22][SH:23])[CH3:16].CCN(C(C)C)C(C)C.C1(P(C2C=CC=CC=2)C2C3OC4C(=CC=CC=4P(C4C=CC=CC=4)C4C=CC=CC=4)C(C)(C)C=3C=CC=2)C=CC=CC=1. Product: [CH2:15]([CH:17]([CH2:25][CH2:26][CH2:27][CH3:28])[CH2:18][O:19][C:20](=[O:24])[CH2:21][CH2:22][S:23][C:2]1[CH:3]=[C:4]2[C:9](=[CH:10][CH:11]=1)[N:8]1[CH:12]=[CH:13][N:14]=[C:7]1[CH:6]=[CH:5]2)[CH3:16]. The catalyst class is: 62. (2) Reactant: [CH3:1][O:2][C:3]1[CH:8]=[CH:7][C:6]([NH2:9])=[CH:5][C:4]=1[C:10]1[N:11]([CH3:19])[N:12]=[C:13]([C:15]([F:18])([F:17])[F:16])[CH:14]=1.[Cl:20][C:21]1[CH:26]=[CH:25][C:24]([N:27]=[C:28]=[O:29])=[CH:23][CH:22]=1. Product: [Cl:20][C:21]1[CH:26]=[CH:25][C:24]([NH:27][C:28]([NH:9][C:6]2[CH:7]=[CH:8][C:3]([O:2][CH3:1])=[C:4]([C:10]3[N:11]([CH3:19])[N:12]=[C:13]([C:15]([F:18])([F:16])[F:17])[CH:14]=3)[CH:5]=2)=[O:29])=[CH:23][CH:22]=1. The catalyst class is: 2. (3) Reactant: Br[CH2:2][C:3]1[N:4]=[C:5]2[CH:10]=[CH:9][CH:8]=[CH:7][N:6]2[C:11]=1[Cl:12].[CH3:13][C:14]1[N:19]=[C:18]([SH:20])[N:17]=[C:16]([OH:21])[CH:15]=1.C(N(CC)CC)C. Product: [Cl:12][C:11]1[N:6]2[CH:7]=[CH:8][CH:9]=[CH:10][C:5]2=[N:4][C:3]=1[CH2:2][S:20][C:18]1[N:17]=[C:16]([OH:21])[CH:15]=[C:14]([CH3:13])[N:19]=1. The catalyst class is: 8. (4) Reactant: CO[C:3]([C:5]1[S:6][C:7]([Br:15])=[CH:8][C:9]=1[N:10]=[CH:11][N:12]([CH3:14])C)=[O:4].[F:16][C:17]1[CH:18]=C(N)[CH:20]=[CH:21][C:22]=1[O:23][CH2:24][CH2:25][N:26]1[CH2:30][CH2:29][CH2:28][CH2:27]1. Product: [Br:15][C:7]1[S:6][C:5]2[C:3](=[O:4])[N:12]([C:14]3[CH:20]=[CH:21][C:22]([O:23][CH2:24][CH2:25][N:26]4[CH2:30][CH2:29][CH2:28][CH2:27]4)=[C:17]([F:16])[CH:18]=3)[CH:11]=[N:10][C:9]=2[CH:8]=1. The catalyst class is: 32. (5) Reactant: [C:1]1([C:12]2[CH:17]=[CH:16][CH:15]=[CH:14][CH:13]=2)[CH:6]=[CH:5][C:4]([C:7]2[N:8]=[CH:9][NH:10][CH:11]=2)=[CH:3][CH:2]=1.N1CCC[C@H]1C(O)=O.[Br:26][C:27]1[CH:32]=[C:31]([C:33]([CH3:36])([CH3:35])[CH3:34])[CH:30]=[C:29](Br)[CH:28]=1.C([O-])([O-])=O.[K+].[K+]. The catalyst class is: 205. Product: [C:1]1([C:12]2[CH:17]=[CH:16][CH:15]=[CH:14][CH:13]=2)[CH:6]=[CH:5][C:4]([C:7]2[N:8]=[CH:9][N:10]([C:29]3[CH:30]=[C:31]([C:33]([CH3:35])([CH3:34])[CH3:36])[CH:32]=[C:27]([Br:26])[CH:28]=3)[CH:11]=2)=[CH:3][CH:2]=1. (6) Reactant: C([Li])CCC.[Cl:6][C:7]1[CH:8]=[C:9](Br)[CH:10]=[CH:11][C:12]=1[O:13][C:14]([F:17])([F:16])[F:15].[C:19](=[O:21])=[O:20].Cl. Product: [Cl:6][C:7]1[CH:8]=[C:9]([CH:10]=[CH:11][C:12]=1[O:13][C:14]([F:17])([F:16])[F:15])[C:19]([OH:21])=[O:20]. The catalyst class is: 740. (7) Reactant: Cl.[CH:2]([CH:15]1[C:20](=[O:21])[CH2:19][CH2:18][NH:17][CH2:16]1)([C:9]1[CH:14]=[CH:13][CH:12]=[CH:11][CH:10]=1)[C:3]1[CH:8]=[CH:7][CH:6]=[CH:5][CH:4]=1.[C:22](#[N:25])[CH:23]=[CH2:24].C1CCN2C(=NCCC2)CC1. Product: [CH:2]([CH:15]1[C:20](=[O:21])[CH2:19][CH2:18][N:17]([CH2:24][CH2:23][C:22]#[N:25])[CH2:16]1)([C:9]1[CH:14]=[CH:13][CH:12]=[CH:11][CH:10]=1)[C:3]1[CH:4]=[CH:5][CH:6]=[CH:7][CH:8]=1. The catalyst class is: 4. (8) Reactant: [C:1]12([C:11]3[CH:16]=[CH:15][C:14]([CH3:17])=[CH:13][CH:12]=3)[CH2:10][CH:5]3[CH2:6][CH:7]([CH2:9][CH:3]([CH2:4]3)[CH2:2]1)[CH2:8]2.[Br:18]N1C(=O)CCC1=O. Product: [Br:18][CH2:17][C:14]1[CH:15]=[CH:16][C:11]([C:1]23[CH2:8][CH:7]4[CH2:9][CH:3]([CH2:4][CH:5]([CH2:6]4)[CH2:10]2)[CH2:2]3)=[CH:12][CH:13]=1. The catalyst class is: 366. (9) Reactant: [Cl:1][C:2]1[C:6]2[CH:7]=[CH:8][CH:9]=[CH:10][C:5]=2[O:4][C:3]=1[CH2:11][NH:12][CH3:13].[O:14]=[C:15]1[CH2:20][O:19][C:18]2[CH:21]=[C:22](/[CH:25]=[CH:26]/[C:27]([OH:29])=O)[CH:23]=[N:24][C:17]=2[NH:16]1.ON1C2C=CC=CC=2N=N1.C(N(C(C)C)CC)(C)C.CC[N+](CCCN(C)C)=C=N. Product: [Cl:1][C:2]1[C:6]2[CH:7]=[CH:8][CH:9]=[CH:10][C:5]=2[O:4][C:3]=1[CH2:11][N:12]([CH3:13])[C:27](=[O:29])/[CH:26]=[CH:25]/[C:22]1[CH:23]=[N:24][C:17]2[NH:16][C:15](=[O:14])[CH2:20][O:19][C:18]=2[CH:21]=1. The catalyst class is: 18.